The task is: Predict the product of the given reaction.. This data is from Forward reaction prediction with 1.9M reactions from USPTO patents (1976-2016). (1) Given the reactants [CH3:1][CH2:2][O:3][C:4]([CH:6](P(OCC)(OCC)=O)[F:7])=[O:5].[Mg+2].[Br-].[Br-].C(N(CC)CC)C.[N:26]1[CH:31]=[CH:30][CH:29]=[N:28][C:27]=1[C:32]1[CH:39]=[CH:38][C:35]([CH:36]=O)=[CH:34][CH:33]=1, predict the reaction product. The product is: [CH2:2]([O:3][C:4](=[O:5])/[C:6](/[F:7])=[CH:36]/[C:35]1[CH:34]=[CH:33][C:32]([C:27]2[N:26]=[CH:31][CH:30]=[CH:29][N:28]=2)=[CH:39][CH:38]=1)[CH3:1]. (2) Given the reactants Br[C:2]1[C:10]2[N:9]3[CH2:11][CH2:12][NH:13][C:14](=[O:15])[C:8]3=[CH:7][C:6]=2[CH:5]=[C:4]([C:16]#[N:17])[CH:3]=1.[N:18]1[CH:23]=[CH:22][CH:21]=[C:20](B(O)O)[CH:19]=1, predict the reaction product. The product is: [O:15]=[C:14]1[C:8]2=[CH:7][C:6]3[CH:5]=[C:4]([C:16]#[N:17])[CH:3]=[C:2]([C:20]4[CH:19]=[N:18][CH:23]=[CH:22][CH:21]=4)[C:10]=3[N:9]2[CH2:11][CH2:12][NH:13]1.